From a dataset of Full USPTO retrosynthesis dataset with 1.9M reactions from patents (1976-2016). Predict the reactants needed to synthesize the given product. Given the product [CH3:15][O:14][C:6]1[CH:5]=[C:4]2[C:9]([CH:10]=[C:11]([CH:12]=[O:13])[C:2]([C:18]3[CH:19]=[CH:20][S:16][CH:17]=3)=[N:3]2)=[CH:8][CH:7]=1, predict the reactants needed to synthesize it. The reactants are: Cl[C:2]1[C:11]([CH:12]=[O:13])=[CH:10][C:9]2[C:4](=[CH:5][C:6]([O:14][CH3:15])=[CH:7][CH:8]=2)[N:3]=1.[S:16]1[CH:20]=[CH:19][C:18](B(O)O)=[CH:17]1.C([O-])([O-])=O.[Na+].[Na+].